Dataset: Forward reaction prediction with 1.9M reactions from USPTO patents (1976-2016). Task: Predict the product of the given reaction. (1) Given the reactants [CH2:1](I)[CH2:2][CH2:3][CH2:4][CH2:5][CH3:6].[P:8]([O:15]CC)([O:12][CH2:13][CH3:14])[O:9][CH2:10][CH3:11], predict the reaction product. The product is: [CH2:1]([P:8](=[O:15])([O:12][CH2:13][CH3:14])[O:9][CH2:10][CH3:11])[CH2:2][CH2:3][CH2:4][CH2:5][CH3:6]. (2) Given the reactants [C:1]([O:5][C:6]([NH:8][C@H:9]([C:29](=[O:45])/[CH:30]=[CH:31]/[C:32](=[O:44])[NH:33][C@H:34]1[C:43]2[C:38](=[CH:39][CH:40]=[CH:41][CH:42]=2)[CH2:37][CH2:36][CH2:35]1)[CH2:10][C:11]1[CH:28]=[CH:27][C:14]([O:15][CH2:16][C:17]2[CH:26]=[CH:25][C:20]([C:21]([O:23][CH3:24])=[O:22])=[CH:19][CH:18]=2)=[CH:13][CH:12]=1)=[O:7])([CH3:4])([CH3:3])[CH3:2].[CH2:46]=[CH:47][CH:48]=[CH2:49], predict the reaction product. The product is: [C:1]([O:5][C:6]([NH:8][C@H:9]([C:29](=[O:45])[C@@H:30]1[C@@H:31]([C:32](=[O:44])[NH:33][C@H:34]2[C:43]3[C:38](=[CH:39][CH:40]=[CH:41][CH:42]=3)[CH2:37][CH2:36][CH2:35]2)[CH2:49][CH:48]=[CH:47][CH2:46]1)[CH2:10][C:11]1[CH:28]=[CH:27][C:14]([O:15][CH2:16][C:17]2[CH:26]=[CH:25][C:20]([C:21]([O:23][CH3:24])=[O:22])=[CH:19][CH:18]=2)=[CH:13][CH:12]=1)=[O:7])([CH3:4])([CH3:2])[CH3:3]. (3) Given the reactants [CH2:1]([O:3][C:4](=[O:29])[CH2:5][C:6]1[CH:11]=[CH:10][C:9]([NH:12][C:13]2[C:14]3[CH2:27][CH2:26][CH2:25][C:15]=3[N:16]=[C:17]([C:19]3[S:20][C:21]([Cl:24])=[CH:22][CH:23]=3)[N:18]=2)=[C:8]([NH2:28])[CH:7]=1)[CH3:2].[CH:30](OCC)(OCC)OCC, predict the reaction product. The product is: [CH2:1]([O:3][C:4](=[O:29])[CH2:5][C:6]1[CH:11]=[CH:10][C:9]2[N:12]([C:13]3[C:14]4[CH2:27][CH2:26][CH2:25][C:15]=4[N:16]=[C:17]([C:19]4[S:20][C:21]([Cl:24])=[CH:22][CH:23]=4)[N:18]=3)[CH:30]=[N:28][C:8]=2[CH:7]=1)[CH3:2]. (4) Given the reactants [NH:1]1[CH2:6][CH2:5][CH:4]([N:7]2[C:15]3[C:10](=[N:11][CH:12]=[CH:13][CH:14]=3)[NH:9][C:8]2=[O:16])[CH2:3][CH2:2]1.Cl[C:18]1[N:23]=[CH:22][N:21]=[C:20]([O:24][C:25]2[CH:26]=[C:27]([CH3:39])[C:28]3[N:32]=[C:31]([C@@H:33]4[CH2:37][CH2:36][CH2:35][O:34]4)[NH:30][C:29]=3[CH:38]=2)[CH:19]=1.CCN(C(C)C)C(C)C, predict the reaction product. The product is: [CH3:39][C:27]1[C:28]2[N:32]=[C:31]([C@@H:33]3[CH2:37][CH2:36][CH2:35][O:34]3)[NH:30][C:29]=2[CH:38]=[C:25]([O:24][C:20]2[N:21]=[CH:22][N:23]=[C:18]([N:1]3[CH2:2][CH2:3][CH:4]([N:7]4[C:15]5[C:10](=[N:11][CH:12]=[CH:13][CH:14]=5)[NH:9][C:8]4=[O:16])[CH2:5][CH2:6]3)[CH:19]=2)[CH:26]=1. (5) Given the reactants [N+:1]([C:4]1[CH:5]=[C:6]2[C:10](=[CH:11][CH:12]=1)[NH:9][C:8]([C:13]([O:15]CC)=[O:14])=[CH:7]2)([O-])=O.[CH2:18]=O.[CH2:20]1[CH2:24]O[CH2:22][CH2:21]1, predict the reaction product. The product is: [NH:9]1[C:10]2[C:6](=[CH:5][CH:4]=[CH:12][CH:11]=2)[CH:7]=[C:8]1[C:13]([OH:15])=[O:14].[CH2:21]([C:20]1[NH:1][C:4]2[C:12]([CH:24]=1)=[CH:11][C:10]([N:9]([CH3:8])[CH3:18])=[CH:6][CH:5]=2)[CH3:22]. (6) Given the reactants [NH2:1][C@@H:2]1[CH2:11][C@@H:10]2[C@:5]([CH3:14])([CH2:6][CH2:7][CH2:8][C:9]2([CH3:13])[CH3:12])[C@@H:4]([C:15]([C:17]2[CH:18]=[C:19]([OH:24])[CH:20]=[C:21]([OH:23])[CH:22]=2)=[O:16])[C@@H:3]1[CH3:25].F[B-](F)(F)F.N1(OC(N(C)C)=[N+](C)C)C2C=CC=CC=2N=N1.[NH2:48][C:49]1[CH:57]=[CH:56][C:52]([C:53](O)=[O:54])=[CH:51][N:50]=1.C(N(CC)C(C)C)(C)C, predict the reaction product. The product is: [OH:24][C:19]1[CH:18]=[C:17]([C:15]([C@@H:4]2[C@:5]3([CH3:14])[C@H:10]([C:9]([CH3:13])([CH3:12])[CH2:8][CH2:7][CH2:6]3)[CH2:11][C@@H:2]([NH:1][C:53]([C:52]3[CH:51]=[N:50][C:49]([NH2:48])=[CH:57][CH:56]=3)=[O:54])[C@H:3]2[CH3:25])=[O:16])[CH:22]=[C:21]([OH:23])[CH:20]=1.